Dataset: Catalyst prediction with 721,799 reactions and 888 catalyst types from USPTO. Task: Predict which catalyst facilitates the given reaction. (1) The catalyst class is: 7. Reactant: CC(C)([O-])C.[Na+].[F:7][C:8]1[CH:25]=[CH:24][C:11]([CH2:12][C:13]2[C:22]3[C:17](=[CH:18][CH:19]=[CH:20][CH:21]=3)[C:16](=[O:23])[NH:15][N:14]=2)=[CH:10][C:9]=1[C:26]([N:28]1[CH2:33][CH2:32][CH:31]([OH:34])[CH2:30][CH2:29]1)=[O:27].Cl.Cl[C:37]1[CH:42]=[CH:41][N:40]=[CH:39][N:38]=1. Product: [F:7][C:8]1[CH:25]=[CH:24][C:11]([CH2:12][C:13]2[C:22]3[C:17](=[CH:18][CH:19]=[CH:20][CH:21]=3)[C:16](=[O:23])[NH:15][N:14]=2)=[CH:10][C:9]=1[C:26]([N:28]1[CH2:29][CH2:30][CH:31]([O:34][C:37]2[CH:42]=[CH:41][N:40]=[CH:39][N:38]=2)[CH2:32][CH2:33]1)=[O:27]. (2) Reactant: [NH2:1][C:2]1[N:7]=[C:6]([NH:8][C:9]([C:11]2[C:12]([CH3:16])=[N:13][O:14][CH:15]=2)=[O:10])[CH:5]=[N:4][C:3]=1Cl.[F:18][C:19]([F:32])([F:31])[O:20][C:21]1[CH:26]=[CH:25][C:24]([F:27])=[CH:23][C:22]=1B(O)O.C(=O)([O-])[O-].[Cs+].[Cs+]. Product: [NH2:1][C:2]1[N:7]=[C:6]([NH:8][C:9]([C:11]2[C:12]([CH3:16])=[N:13][O:14][CH:15]=2)=[O:10])[CH:5]=[N:4][C:3]=1[C:22]1[CH:23]=[C:24]([F:27])[CH:25]=[CH:26][C:21]=1[O:20][C:19]([F:18])([F:31])[F:32]. The catalyst class is: 38. (3) Reactant: [C:1]1([C:7]2[S:11][C:10]([C:12]([OH:14])=[O:13])=[C:9]([N:15]([C:23]([C@H:25]3[CH2:30][CH2:29][C@H:28]([CH3:31])[CH2:27][CH2:26]3)=[O:24])[CH:16]3[CH2:21][CH2:20][C:19](=O)[CH2:18][CH2:17]3)[CH:8]=2)[CH2:6][CH2:5][CH2:4][CH2:3][CH:2]=1.Cl.[CH2:33]([O:35][NH2:36])[CH3:34].C([O-])(=O)C.[Na+].O. Product: [C:1]1([C:7]2[S:11][C:10]([C:12]([OH:14])=[O:13])=[C:9]([N:15]([CH:16]3[CH2:17][CH2:18][C:19](=[N:36][O:35][CH2:33][CH3:34])[CH2:20][CH2:21]3)[C:23]([C@H:25]3[CH2:26][CH2:27][C@H:28]([CH3:31])[CH2:29][CH2:30]3)=[O:24])[CH:8]=2)[CH2:6][CH2:5][CH2:4][CH2:3][CH:2]=1. The catalyst class is: 315. (4) Reactant: [Cl:1][C:2]1[CH:7]=[CH:6][C:5]([CH:8]([CH:29]2[CH2:33][CH2:32][CH2:31][CH2:30]2)[C:9]([NH:11][C:12]2[CH:13]=[C:14]([CH:26]=[CH:27][CH:28]=2)[CH2:15][C:16]2([C:19]([O:21]C(C)(C)C)=[O:20])[CH2:18][CH2:17]2)=[O:10])=[CH:4][CH:3]=1.O.C(O)(C(F)(F)F)=O. Product: [Cl:1][C:2]1[CH:3]=[CH:4][C:5]([CH:8]([CH:29]2[CH2:33][CH2:32][CH2:31][CH2:30]2)[C:9]([NH:11][C:12]2[CH:13]=[C:14]([CH:26]=[CH:27][CH:28]=2)[CH2:15][C:16]2([C:19]([OH:21])=[O:20])[CH2:18][CH2:17]2)=[O:10])=[CH:6][CH:7]=1. The catalyst class is: 4. (5) Reactant: [C:1]([C:4]1[CH:12]=[CH:11][CH:10]=[CH:9][C:5]=1[C:6]([OH:8])=[O:7])(=[O:3])[CH3:2].C(=O)(O)[O-].[Na+:17]. Product: [C:1]([C:4]1[CH:12]=[CH:11][CH:10]=[CH:9][C:5]=1[C:6]([O-:8])=[O:7])(=[O:3])[CH3:2].[Na+:17]. The catalyst class is: 6. (6) Product: [CH3:9][O:10][C:11](=[O:31])[C:12]1[CH:17]=[C:16]([CH2:18][CH3:19])[C:15]([C:20]([F:23])([F:22])[F:21])=[CH:14][C:13]=1[N:24]([C:25]([O:27][CH:28]([CH3:30])[CH3:29])=[O:26])[CH2:6][CH2:5][CH2:4][C:3]([O:2][CH3:1])=[O:8]. Reactant: [CH3:1][O:2][C:3](=[O:8])[CH2:4][CH2:5][CH2:6]Br.[CH3:9][O:10][C:11](=[O:31])[C:12]1[CH:17]=[C:16]([CH2:18][CH3:19])[C:15]([C:20]([F:23])([F:22])[F:21])=[CH:14][C:13]=1[NH:24][C:25]([O:27][CH:28]([CH3:30])[CH3:29])=[O:26].C(=O)([O-])[O-].[Cs+].[Cs+]. The catalyst class is: 9. (7) Reactant: [CH3:1][C:2]1([CH3:23])[O:7][C:6]2[CH:8]=[CH:9][C:10]([C:12]3[CH:13]=[C:14]([CH:20]=[CH:21][CH:22]=3)[C:15]([N:17]([CH3:19])[CH3:18])=O)=[N:11][C:5]=2[NH:4][CH2:3]1.S(C)C.CO. Product: [CH3:1][C:2]1([CH3:23])[O:7][C:6]2[CH:8]=[CH:9][C:10]([C:12]3[CH:13]=[C:14]([CH2:15][N:17]([CH3:18])[CH3:19])[CH:20]=[CH:21][CH:22]=3)=[N:11][C:5]=2[NH:4][CH2:3]1. The catalyst class is: 1. (8) The catalyst class is: 595. Product: [CH2:1]([N:3]1[C:8]2[N:9]=[C:10]([NH:37][CH2:36][CH2:35][CH:32]3[CH2:31][CH2:30][N:29]([CH2:27][CH3:28])[CH2:34][CH2:33]3)[N:11]=[CH:12][C:7]=2[CH:6]=[C:5]([C:16]2[CH:17]=[CH:18][C:19]([S:22]([CH3:25])(=[O:24])=[O:23])=[CH:20][CH:21]=2)[C:4]1=[O:26])[CH3:2]. Reactant: [CH2:1]([N:3]1[C:8]2[N:9]=[C:10](S(C)=O)[N:11]=[CH:12][C:7]=2[CH:6]=[C:5]([C:16]2[CH:21]=[CH:20][C:19]([S:22]([CH3:25])(=[O:24])=[O:23])=[CH:18][CH:17]=2)[C:4]1=[O:26])[CH3:2].[CH2:27]([N:29]1[CH2:34][CH2:33][CH:32]([CH2:35][CH2:36][NH2:37])[CH2:31][CH2:30]1)[CH3:28].CCN(C(C)C)C(C)C. (9) Reactant: [CH3:1][O:2][C:3]1[CH:8]=[CH:7][C:6]([S:9]([N:12]2[C@@H:17]([C:18]([O:20]CC)=[O:19])[C@H:16]3[CH2:23][C@@H:13]2[CH2:14][CH2:15]3)(=[O:11])=[O:10])=[CH:5][CH:4]=1.CO.[OH-].[Na+].Cl. Product: [CH3:1][O:2][C:3]1[CH:8]=[CH:7][C:6]([S:9]([N:12]2[C@@H:17]([C:18]([OH:20])=[O:19])[C@H:16]3[CH2:23][C@@H:13]2[CH2:14][CH2:15]3)(=[O:11])=[O:10])=[CH:5][CH:4]=1. The catalyst class is: 7.